From a dataset of Full USPTO retrosynthesis dataset with 1.9M reactions from patents (1976-2016). Predict the reactants needed to synthesize the given product. (1) Given the product [CH2:3]([O:34][C:35]1[CH:36]=[C:37]2[C:42](=[CH:43][CH:44]=1)[C:41]([C:45]([O:47][CH3:48])=[O:46])=[CH:40][CH:39]=[CH:38]2)[CH2:2][CH2:1][CH2:6][CH3:5], predict the reactants needed to synthesize it. The reactants are: [C:1]1(P([C:1]2[CH:6]=[CH:5]C=[CH:3][CH:2]=2)[C:1]2[CH:6]=[CH:5]C=[CH:3][CH:2]=2)[CH:6]=[CH:5]C=[CH:3][CH:2]=1.N(C(OC(C)C)=O)=NC(OC(C)C)=O.[OH:34][C:35]1[CH:36]=[C:37]2[C:42](=[CH:43][CH:44]=1)[C:41]([C:45]([O:47][CH3:48])=[O:46])=[CH:40][CH:39]=[CH:38]2.C(O)CCCC. (2) Given the product [Br:1][C:2]1[CH:7]=[C:6]([O:8][CH3:9])[CH:5]=[CH:4][C:3]=1[O:10][CH2:13][CH2:12][Cl:11], predict the reactants needed to synthesize it. The reactants are: [Br:1][C:2]1[CH:7]=[C:6]([O:8][CH3:9])[CH:5]=[CH:4][C:3]=1[OH:10].[Cl:11][CH2:12][CH2:13]Cl.[OH-].[Na+]. (3) Given the product [Cl:20][C:21]1[CH:29]=[C:28]([F:30])[CH:27]=[CH:26][C:22]=1[C:23]([NH:2][C:3]1[CH:12]=[CH:11][C:6]2[CH2:7][O:8][B:9]([OH:10])[C:5]=2[CH:4]=1)=[O:24], predict the reactants needed to synthesize it. The reactants are: Cl.[NH2:2][C:3]1[CH:12]=[CH:11][C:6]2[CH2:7][O:8][B:9]([OH:10])[C:5]=2[CH:4]=1.C(N(CC)CC)C.[Cl:20][C:21]1[CH:29]=[C:28]([F:30])[CH:27]=[CH:26][C:22]=1[C:23](Cl)=[O:24].Cl.